This data is from Forward reaction prediction with 1.9M reactions from USPTO patents (1976-2016). The task is: Predict the product of the given reaction. (1) Given the reactants ClCCC[N:5]1[C:9]2[CH:10]=[C:11]([O:14][CH3:15])[CH:12]=[CH:13][C:8]=2[N:7]=[N:6]1.[O:16]1[C:20]2[CH:21]=[CH:22][CH:23]=[CH:24][C:19]=2[C:18]([CH:25]2[CH2:30][CH2:29][NH:28][CH2:27][CH2:26]2)=[CH:17]1.[CH:31](N(C(C)C)CC)([CH3:33])[CH3:32].[I-].[K+], predict the reaction product. The product is: [O:14]([C:11]1[CH:12]=[C:13]([CH2:32][CH2:31][CH2:33][N:28]2[CH2:29][CH2:30][CH:25]([C:18]3[C:19]4[CH:24]=[CH:23][CH:22]=[CH:21][C:20]=4[O:16][CH:17]=3)[CH2:26][CH2:27]2)[C:8]2[N:7]=[N:6][NH:5][C:9]=2[CH:10]=1)[CH3:15]. (2) Given the reactants [I-].[CH2:2]([N+:6]1[C:10]([CH3:11])=[C:9]([CH3:12])[S:8][C:7]=1[CH3:13])[CH2:3][CH2:4][CH3:5].[F:14][C:15]([F:30])([F:29])[C:16]1[CH:24]=[CH:23][C:22]([C:25]([F:28])([F:27])[F:26])=[CH:21][C:17]=1[C:18](Cl)=[O:19], predict the reaction product. The product is: [F:14][C:15]([F:29])([F:30])[C:16]1[CH:24]=[CH:23][C:22]([C:25]([F:26])([F:27])[F:28])=[CH:21][C:17]=1[C:18](=[O:19])/[CH:13]=[C:7]1\[S:8][C:9]([CH3:12])=[C:10]([CH3:11])[N:6]\1[CH2:2][CH2:3][CH2:4][CH3:5]. (3) Given the reactants [C:1](=O)([O-])[O-].[K+].[K+].[CH3:7][O:8][C:9]1[CH:10]=[C:11]([CH2:17][C:18]([C:20]2[C:21]([O:32][CH3:33])=[C:22]3[C:27](=[CH:28][CH:29]=2)[O:26][C:25]([CH3:31])([CH3:30])[CH:24]=[CH:23]3)=[O:19])[CH:12]=[CH:13][C:14]=1[O:15][CH3:16].C=O, predict the reaction product. The product is: [CH3:7][O:8][C:9]1[CH:10]=[C:11]([C:17](=[CH2:1])[C:18]([C:20]2[C:21]([O:32][CH3:33])=[C:22]3[C:27](=[CH:28][CH:29]=2)[O:26][C:25]([CH3:31])([CH3:30])[CH:24]=[CH:23]3)=[O:19])[CH:12]=[CH:13][C:14]=1[O:15][CH3:16]. (4) Given the reactants [CH2:1]([O:5][C:6]1[CH:11]=[CH:10][C:9]([CH2:12][C@H:13]([NH:18][C:19]([C@H:21]([C@@:39]([OH:48])([CH2:43][CH2:44][C:45]([O-:47])=[O:46])[C:40]([O-:42])=[O:41])/[CH:22]=[CH:23]/[CH2:24][CH2:25][CH2:26][CH2:27][CH2:28][CH2:29][C:30](=[O:38])[CH2:31][CH2:32][CH2:33][CH2:34][CH2:35][CH2:36][CH3:37])=[O:20])[C:14]([O:16]C)=[O:15])=[CH:8][CH:7]=1)[C:2]#[C:3][CH3:4].C(#N)C.C(N(CC)CC)C.[Br-].[Li+], predict the reaction product. The product is: [CH2:1]([O:5][C:6]1[CH:11]=[CH:10][C:9]([CH2:12][C@H:13]([NH:18][C:19]([C@H:21]([C@@:39]([OH:48])([CH2:43][CH2:44][C:45]([OH:47])=[O:46])[C:40]([OH:42])=[O:41])/[CH:22]=[CH:23]/[CH2:24][CH2:25][CH2:26][CH2:27][CH2:28][CH2:29][C:30](=[O:38])[CH2:31][CH2:32][CH2:33][CH2:34][CH2:35][CH2:36][CH3:37])=[O:20])[C:14]([OH:16])=[O:15])=[CH:8][CH:7]=1)[C:2]#[C:3][CH3:4]. (5) Given the reactants Cl.[NH2:2][C:3]([NH2:5])=[NH:4].CC[O-].[Na+].[CH2:10]([CH:13]([C:19](OCC)=[O:20])[C:14](OCC)=[O:15])[CH:11]=[CH2:12], predict the reaction product. The product is: [CH2:10]([C:13]1[C:19]([OH:20])=[N:4][C:3]([NH2:5])=[N:2][C:14]=1[OH:15])[CH:11]=[CH2:12].